From a dataset of NCI-60 drug combinations with 297,098 pairs across 59 cell lines. Regression. Given two drug SMILES strings and cell line genomic features, predict the synergy score measuring deviation from expected non-interaction effect. (1) Drug 1: C1=C(C(=O)NC(=O)N1)F. Drug 2: COC1=NC(=NC2=C1N=CN2C3C(C(C(O3)CO)O)O)N. Cell line: LOX IMVI. Synergy scores: CSS=32.7, Synergy_ZIP=1.52, Synergy_Bliss=-1.38, Synergy_Loewe=-16.5, Synergy_HSA=-4.76. (2) Drug 1: C1=CC(=CC=C1CCCC(=O)O)N(CCCl)CCCl. Drug 2: CC1=CC=C(C=C1)C2=CC(=NN2C3=CC=C(C=C3)S(=O)(=O)N)C(F)(F)F. Cell line: OVCAR3. Synergy scores: CSS=2.55, Synergy_ZIP=-3.76, Synergy_Bliss=-9.84, Synergy_Loewe=-13.2, Synergy_HSA=-8.99. (3) Drug 1: C1=C(C(=O)NC(=O)N1)N(CCCl)CCCl. Drug 2: CN1C2=C(C=C(C=C2)N(CCCl)CCCl)N=C1CCCC(=O)O.Cl. Cell line: NCIH23. Synergy scores: CSS=35.9, Synergy_ZIP=-0.0231, Synergy_Bliss=0.760, Synergy_Loewe=-5.73, Synergy_HSA=1.06. (4) Drug 1: CC1=CC=C(C=C1)C2=CC(=NN2C3=CC=C(C=C3)S(=O)(=O)N)C(F)(F)F. Drug 2: C1=NC(=NC(=O)N1C2C(C(C(O2)CO)O)O)N. Cell line: 786-0. Synergy scores: CSS=7.81, Synergy_ZIP=-6.70, Synergy_Bliss=-1.27, Synergy_Loewe=-16.5, Synergy_HSA=-2.24.